Regression. Given a peptide amino acid sequence and an MHC pseudo amino acid sequence, predict their binding affinity value. This is MHC class I binding data. From a dataset of Peptide-MHC class I binding affinity with 185,985 pairs from IEDB/IMGT. The peptide sequence is FQLYSDLAH. The MHC is HLA-B46:01 with pseudo-sequence HLA-B46:01. The binding affinity (normalized) is 0.286.